From a dataset of Retrosynthesis with 50K atom-mapped reactions and 10 reaction types from USPTO. Predict the reactants needed to synthesize the given product. (1) Given the product CCOC(=O)c1nn(-c2ncccc2C)cc1C=O, predict the reactants needed to synthesize it. The reactants are: CCOC(=O)c1nn(-c2ncccc2Cl)cc1C=O.O=C([O-])[O-]. (2) The reactants are: Brc1ccc(I)cc1.CC1(C)OB(c2ccc(C(=O)NS(=O)(=O)c3ccc(NC4CCCCC4)c([N+](=O)[O-])c3)cc2)OC1(C)C. Given the product O=C(NS(=O)(=O)c1ccc(NC2CCCCC2)c([N+](=O)[O-])c1)c1ccc(-c2ccc(Br)cc2)cc1, predict the reactants needed to synthesize it. (3) The reactants are: CCCN(C1CCC1)[C@H]1COc2c(F)ccc(OC)c2C1. Given the product CCCN(C1CCC1)[C@H]1COc2c(F)ccc(O)c2C1, predict the reactants needed to synthesize it. (4) Given the product C[C@@H]1C[C@H]1C(=O)Nc1cc(-c2ccc(C(C)(F)F)cc2)ns1, predict the reactants needed to synthesize it. The reactants are: CC(F)(F)c1ccc(-c2cc(N)sn2)cc1.C[C@@H]1C[C@H]1C(=O)OCc1ccccc1. (5) The reactants are: COc1ccc2c(c1C#CCN1CCN(C(=O)OC(C)(C)C)CC1)OCC2=O. Given the product COc1ccc2c(c1/C=C\CN1CCN(C(=O)OC(C)(C)C)CC1)OCC2=O, predict the reactants needed to synthesize it. (6) Given the product CCCCCCCCCCCCCCCCNc1ccc(COC(C)=O)cc1, predict the reactants needed to synthesize it. The reactants are: CC(=O)Br.CCCCCCCCCCCCCCCCNc1ccc(CO)cc1. (7) The reactants are: O=C(O)c1ccc(C(=O)C(F)(F)F)cc1. Given the product O=C(O)c1ccc(C(O)C(F)(F)F)cc1, predict the reactants needed to synthesize it. (8) The reactants are: CCN1CCN(C(=O)Cc2cccc(Br)c2)CC1.COc1ccc(CN(Cc2ccc(OC)cc2)c2ncc(-c3nc(N4CCOCC4)nc4c3CCN4)cn2)cc1. Given the product CCN1CCN(C(=O)Cc2cccc(N3CCc4c(-c5cnc(N(Cc6ccc(OC)cc6)Cc6ccc(OC)cc6)nc5)nc(N5CCOCC5)nc43)c2)CC1, predict the reactants needed to synthesize it. (9) Given the product CN(C)Cc1cc(Cl)ccc1N, predict the reactants needed to synthesize it. The reactants are: CN(C)Cc1cc(Cl)ccc1[N+](=O)[O-].